From a dataset of Reaction yield outcomes from USPTO patents with 853,638 reactions. Predict the reaction yield, written as a fraction of the theoretical maximum amount of product (1.0 means a 100% yield; for example, 0.34 means a 34% yield). (1) The reactants are [C:1](=[N:4][OH:5])([NH2:3])[CH3:2].C(N(CC)CC)C.[CH3:13][O:14][C:15]([C@H:17]1[CH2:22][CH2:21][C@H:20]([C:23](Cl)=O)[CH2:19][CH2:18]1)=[O:16]. The catalyst is O1CCCC1. The product is [CH3:13][O:14][C:15]([C@H:17]1[CH2:22][CH2:21][C@H:20]([C:23]2[O:5][N:4]=[C:1]([CH3:2])[N:3]=2)[CH2:19][CH2:18]1)=[O:16]. The yield is 0.880. (2) The yield is 0.540. The product is [N+:13]([C:3]1[C:2]([C:24]2[CH:25]=[C:26]([C:29]([F:32])([F:31])[F:30])[CH:27]=[CH:28][C:23]=2[OH:22])=[CH:6][N:5]([CH:7]2[CH2:12][CH2:11][CH2:10][CH2:9][O:8]2)[N:4]=1)([O-:15])=[O:14]. The reactants are Br[C:2]1[C:3]([N+:13]([O-:15])=[O:14])=[N:4][N:5]([CH:7]2[CH2:12][CH2:11][CH2:10][CH2:9][O:8]2)[CH:6]=1.C(=O)([O-])[O-].[K+].[K+].[OH:22][C:23]1[CH:28]=[CH:27][C:26]([C:29]([F:32])([F:31])[F:30])=[CH:25][C:24]=1B(O)O. The catalyst is COCCOC.C(OCC)(=O)C.C1C=CC([P]([Pd]([P](C2C=CC=CC=2)(C2C=CC=CC=2)C2C=CC=CC=2)([P](C2C=CC=CC=2)(C2C=CC=CC=2)C2C=CC=CC=2)[P](C2C=CC=CC=2)(C2C=CC=CC=2)C2C=CC=CC=2)(C2C=CC=CC=2)C2C=CC=CC=2)=CC=1. (3) The reactants are [Cl:1][C:2]1[C:3]([CH:21]([CH:23]2[CH2:27][CH2:26][C@H:25]([N:28]([CH2:36][C:37]3[CH:42]=[CH:41][CH:40]=[CH:39][CH:38]=3)[CH2:29][C:30]3[CH:35]=[CH:34][CH:33]=[CH:32][CH:31]=3)[CH2:24]2)[OH:22])=[C:4]2[CH:10]=[CH:9][N:8]([Si:11]([CH:18]([CH3:20])[CH3:19])([CH:15]([CH3:17])[CH3:16])[CH:12]([CH3:14])[CH3:13])[C:5]2=[N:6][CH:7]=1.CC(OI1(OC(C)=O)(OC(C)=O)OC(=O)C2C=CC=CC1=2)=O.S([O-])([O-])=O.[Na+].[Na+]. The catalyst is C(Cl)Cl. The product is [Cl:1][C:2]1[C:3]([C:21]([CH:23]2[CH2:27][CH2:26][C@H:25]([N:28]([CH2:36][C:37]3[CH:38]=[CH:39][CH:40]=[CH:41][CH:42]=3)[CH2:29][C:30]3[CH:31]=[CH:32][CH:33]=[CH:34][CH:35]=3)[CH2:24]2)=[O:22])=[C:4]2[CH:10]=[CH:9][N:8]([Si:11]([CH:18]([CH3:19])[CH3:20])([CH:15]([CH3:16])[CH3:17])[CH:12]([CH3:14])[CH3:13])[C:5]2=[N:6][CH:7]=1. The yield is 0.500. (4) The reactants are [F:1][C:2]1[C:3]([CH2:24][N:25]([CH3:33])[C:26](=[O:32])[O:27][C:28]([CH3:31])([CH3:30])[CH3:29])=[CH:4][N:5]([S:14]([C:17]2[O:18][C:19]([CH:22]=[O:23])=[CH:20][CH:21]=2)(=[O:16])=[O:15])[C:6]=1[C:7]1[C:8]([F:13])=[N:9][CH:10]=[CH:11][CH:12]=1.[CH3:34][Mg]Br.Cl. The catalyst is O1CCCC1. The product is [F:1][C:2]1[C:3]([CH2:24][N:25]([CH3:33])[C:26](=[O:32])[O:27][C:28]([CH3:29])([CH3:30])[CH3:31])=[CH:4][N:5]([S:14]([C:17]2[O:18][C:19]([CH:22]([OH:23])[CH3:34])=[CH:20][CH:21]=2)(=[O:15])=[O:16])[C:6]=1[C:7]1[C:8]([F:13])=[N:9][CH:10]=[CH:11][CH:12]=1. The yield is 0.860.